This data is from Reaction yield outcomes from USPTO patents with 853,638 reactions. The task is: Predict the reaction yield, written as a fraction of the theoretical maximum amount of product (1.0 means a 100% yield; for example, 0.34 means a 34% yield). (1) The reactants are [CH3:1][C:2]([OH:39])([CH2:4][CH2:5][CH2:6][C@:7]([OH:38])([C:13]([O:15][C@@H:16]1[C:32]([O:33][CH3:34])=[CH:31][C@:27]23[CH2:28][CH2:29][CH2:30][N:26]2[CH2:25][CH2:24][C:23]2[CH:22]=[C:21]4[O:35][CH2:36][O:37][C:20]4=[CH:19][C:18]=2[C@H:17]13)=[O:14])[CH2:8][C:9]([O:11]C)=[O:10])[CH3:3].[OH-].[Na+].[OH-].[Li+].Cl. The catalyst is CO. The product is [CH3:3][C:2]([OH:39])([CH2:4][CH2:5][CH2:6][C@:7]([OH:38])([C:13]([O:15][C@@H:16]1[C:32]([O:33][CH3:34])=[CH:31][C@:27]23[CH2:28][CH2:29][CH2:30][N:26]2[CH2:25][CH2:24][C:23]2[C:18](=[CH:19][C:20]4[O:37][CH2:36][O:35][C:21]=4[CH:22]=2)[C@H:17]13)=[O:14])[CH2:8][C:9]([OH:11])=[O:10])[CH3:1]. The yield is 0.880. (2) The reactants are [C:1](N1C=CN=C1)([N:3]1[CH:7]=[CH:6][N:5]=[CH:4]1)=[O:2].[OH:13][CH2:14][CH2:15][N:16]1[CH2:21][CH2:20][N:19]([C:22](=[O:24])[CH3:23])[CH2:18][CH2:17]1.O. The catalyst is C(Cl)Cl. The product is [N:3]1([C:1]([O:13][CH2:14][CH2:15][N:16]2[CH2:21][CH2:20][N:19]([C:22](=[O:24])[CH3:23])[CH2:18][CH2:17]2)=[O:2])[CH:7]=[CH:6][N:5]=[CH:4]1. The yield is 0.960. (3) The reactants are [F:1][C:2]([F:22])([F:21])[C:3]1[CH:8]=[CH:7][CH:6]=[CH:5][C:4]=1[C:9]1[CH:14]=[CH:13][N:12]2[N:15]=[CH:16][C:17]([C:18](Cl)=[O:19])=[C:11]2[N:10]=1.[CH3:23][O:24][C:25]1[N:30]=[C:29]([NH2:31])[CH:28]=[CH:27][CH:26]=1.O.N1C=CC=C[CH:34]=1. No catalyst specified. The product is [CH3:23][O:24][C:25]1[N:30]=[C:29]([NH:31][C:18]([C:17]2[C:16]([CH3:34])=[N:15][N:12]3[CH:13]=[CH:14][C:9]([C:4]4[CH:5]=[CH:6][CH:7]=[CH:8][C:3]=4[C:2]([F:22])([F:21])[F:1])=[N:10][C:11]=23)=[O:19])[CH:28]=[CH:27][CH:26]=1. The yield is 0.270. (4) The reactants are [CH3:1][O:2][C:3]1[CH:10]=[C:9]([O:11][CH3:12])[C:8]([C:13]2[N:14]=[N:15][NH:16][N:17]=2)=[CH:7][C:4]=1[CH:5]=O.[C:18]([C:21]1[CH:29]=[CH:28][C:24]([C:25]([OH:27])=[O:26])=[CH:23][CH:22]=1)(=[O:20])[CH3:19]. The catalyst is CC#N. The product is [CH3:1][O:2][C:3]1[CH:10]=[C:9]([O:11][CH3:12])[C:8]([C:13]2[N:14]=[N:15][NH:16][N:17]=2)=[CH:7][C:4]=1/[CH:5]=[CH:19]/[C:18]([C:21]1[CH:29]=[CH:28][C:24]([C:25]([OH:27])=[O:26])=[CH:23][CH:22]=1)=[O:20]. The yield is 0.190. (5) The catalyst is C1COCC1. The reactants are Br[C:2]1[CH:7]=[CH:6][CH:5]=[CH:4][CH:3]=1.[Li]C(C)(C)C.[C:13]1([C@@H:19]([N@:21]2[CH2:23][CH:22]2[CH:24]=[O:25])[CH3:20])[CH:18]=[CH:17][CH:16]=[CH:15][CH:14]=1.O. The yield is 0.860. The product is [C:2]1([C@H:24]([CH:22]2[CH2:23][N@@:21]2[C@H:19]([C:13]2[CH:18]=[CH:17][CH:16]=[CH:15][CH:14]=2)[CH3:20])[OH:25])[CH:7]=[CH:6][CH:5]=[CH:4][CH:3]=1.